This data is from Forward reaction prediction with 1.9M reactions from USPTO patents (1976-2016). The task is: Predict the product of the given reaction. Given the reactants [CH3:1][C:2]1[C:7]([C:8]2[CH:13]=[CH:12][CH:11]=[CH:10][C:9]=2[C:14]([F:17])([F:16])[F:15])=[N:6][N:5]2[C:18]([NH2:21])=[CH:19][N:20]=[C:4]2[CH:3]=1.[N:22]1[CH:27]=[CH:26][CH:25]=[CH:24][C:23]=1[C:28](O)=[O:29].CCN(C(C)C)C(C)C.CN(C(ON1N=NC2C=CC=NC1=2)=[N+](C)C)C.F[P-](F)(F)(F)(F)F, predict the reaction product. The product is: [CH3:1][C:2]1[C:7]([C:8]2[CH:13]=[CH:12][CH:11]=[CH:10][C:9]=2[C:14]([F:16])([F:17])[F:15])=[N:6][N:5]2[C:18]([NH:21][C:28](=[O:29])[C:23]3[CH:24]=[CH:25][CH:26]=[CH:27][N:22]=3)=[CH:19][N:20]=[C:4]2[CH:3]=1.